From a dataset of NCI-60 drug combinations with 297,098 pairs across 59 cell lines. Regression. Given two drug SMILES strings and cell line genomic features, predict the synergy score measuring deviation from expected non-interaction effect. (1) Drug 1: CCC1=CC2CC(C3=C(CN(C2)C1)C4=CC=CC=C4N3)(C5=C(C=C6C(=C5)C78CCN9C7C(C=CC9)(C(C(C8N6C)(C(=O)OC)O)OC(=O)C)CC)OC)C(=O)OC.C(C(C(=O)O)O)(C(=O)O)O. Drug 2: CN(C)C1=NC(=NC(=N1)N(C)C)N(C)C. Cell line: BT-549. Synergy scores: CSS=49.5, Synergy_ZIP=-1.44, Synergy_Bliss=0.0641, Synergy_Loewe=-65.5, Synergy_HSA=-3.89. (2) Drug 1: C1CN(CCN1C(=O)CCBr)C(=O)CCBr. Drug 2: CC(C)CN1C=NC2=C1C3=CC=CC=C3N=C2N. Cell line: OVCAR-4. Synergy scores: CSS=3.06, Synergy_ZIP=-1.58, Synergy_Bliss=-1.82, Synergy_Loewe=-2.58, Synergy_HSA=-2.75. (3) Drug 1: CC1=CC=C(C=C1)C2=CC(=NN2C3=CC=C(C=C3)S(=O)(=O)N)C(F)(F)F. Drug 2: C1=CN(C(=O)N=C1N)C2C(C(C(O2)CO)O)O.Cl. Cell line: HT29. Synergy scores: CSS=21.1, Synergy_ZIP=1.98, Synergy_Bliss=4.77, Synergy_Loewe=-12.7, Synergy_HSA=2.65. (4) Drug 1: CS(=O)(=O)CCNCC1=CC=C(O1)C2=CC3=C(C=C2)N=CN=C3NC4=CC(=C(C=C4)OCC5=CC(=CC=C5)F)Cl. Drug 2: CCC1(C2=C(COC1=O)C(=O)N3CC4=CC5=C(C=CC(=C5CN(C)C)O)N=C4C3=C2)O.Cl. Cell line: KM12. Synergy scores: CSS=3.03, Synergy_ZIP=3.95, Synergy_Bliss=14.9, Synergy_Loewe=-15.2, Synergy_HSA=0.114. (5) Drug 1: CCC1=C2CN3C(=CC4=C(C3=O)COC(=O)C4(CC)O)C2=NC5=C1C=C(C=C5)O. Drug 2: CC(C)(C#N)C1=CC(=CC(=C1)CN2C=NC=N2)C(C)(C)C#N. Cell line: NCI-H226. Synergy scores: CSS=-7.63, Synergy_ZIP=3.16, Synergy_Bliss=3.15, Synergy_Loewe=-3.61, Synergy_HSA=-3.11.